From a dataset of Catalyst prediction with 721,799 reactions and 888 catalyst types from USPTO. Predict which catalyst facilitates the given reaction. (1) Reactant: Br[C:2]1[CH2:7][CH2:6][N:5]([CH2:8][C:9]2[CH:14]=[CH:13][CH:12]=[CH:11][CH:10]=2)[C:4](=[O:15])[C:3]=1O.[CH3:17][C:18]1[N:22]([CH2:23][C:24]([N:26]2[CH2:31][CH2:30][CH:29]([C:32](=[S:34])[NH2:33])[CH2:28][CH2:27]2)=[O:25])[N:21]=[C:20]([C:35]([F:38])([F:37])[F:36])[CH:19]=1. Product: [CH3:17][C:18]1[N:22]([CH2:23][C:24]([N:26]2[CH2:31][CH2:30][CH:29]([C:32]3[S:34][C:2]4[CH2:7][CH2:6][N:5]([CH2:8][C:9]5[CH:14]=[CH:13][CH:12]=[CH:11][CH:10]=5)[C:4](=[O:15])[C:3]=4[N:33]=3)[CH2:28][CH2:27]2)=[O:25])[N:21]=[C:20]([C:35]([F:38])([F:36])[F:37])[CH:19]=1. The catalyst class is: 9. (2) Product: [Br:1][C:2]1[C:3]([N:22]([CH2:28][CH2:29][CH2:30][OH:31])[S:23]([CH3:26])(=[O:24])=[O:25])=[CH:4][C:5]2[O:9][C:8]([C:10]3[CH:11]=[CH:12][C:13]([F:16])=[CH:14][CH:15]=3)=[C:7]([C:17]([NH:19][CH3:20])=[O:18])[C:6]=2[CH:21]=1. The catalyst class is: 3. Reactant: [Br:1][C:2]1[C:3]([NH:22][S:23]([CH3:26])(=[O:25])=[O:24])=[CH:4][C:5]2[O:9][C:8]([C:10]3[CH:15]=[CH:14][C:13]([F:16])=[CH:12][CH:11]=3)=[C:7]([C:17]([NH:19][CH3:20])=[O:18])[C:6]=2[CH:21]=1.Br[CH2:28][CH2:29][CH2:30][OH:31].C([O-])([O-])=O.[K+].[K+].